From a dataset of Forward reaction prediction with 1.9M reactions from USPTO patents (1976-2016). Predict the product of the given reaction. (1) Given the reactants [CH:1]1([C:6]([N:8]2[CH2:13][CH:12]([C:14]3[CH:19]=[CH:18][C:17]([CH2:20][CH3:21])=[CH:16][CH:15]=3)[CH2:11][CH:10]([C:22](O)=[O:23])[CH2:9]2)=[O:7])[CH2:5][CH2:4][CH2:3][CH2:2]1.[F:25][C:26]1[CH:27]=[C:28]([C:32](=[N:34]O)[NH2:33])[CH:29]=[CH:30][CH:31]=1, predict the reaction product. The product is: [CH:1]1([C:6]([N:8]2[CH2:9][CH:10]([C:22]3[O:23][N:34]=[C:32]([C:28]4[CH:29]=[CH:30][CH:31]=[C:26]([F:25])[CH:27]=4)[N:33]=3)[CH2:11][CH:12]([C:14]3[CH:19]=[CH:18][C:17]([CH2:20][CH3:21])=[CH:16][CH:15]=3)[CH2:13]2)=[O:7])[CH2:5][CH2:4][CH2:3][CH2:2]1. (2) Given the reactants Cl[C:2]1[N:7]=[C:6]([N:8]([CH3:10])[CH3:9])[CH:5]=[C:4]([CH3:11])[N:3]=1.Cl.[NH2:13][C@H:14]1[CH2:18][CH2:17][N:16]([C:19](=[O:32])[CH2:20][C:21]2[CH:26]=[CH:25][C:24]([O:27][C:28]([F:31])([F:30])[F:29])=[CH:23][CH:22]=2)[CH2:15]1.C(N(CC)CC)C, predict the reaction product. The product is: [CH3:9][N:8]([CH3:10])[C:6]1[CH:5]=[C:4]([CH3:11])[N:3]=[C:2]([NH:13][C@H:14]2[CH2:18][CH2:17][N:16]([C:19](=[O:32])[CH2:20][C:21]3[CH:22]=[CH:23][C:24]([O:27][C:28]([F:29])([F:30])[F:31])=[CH:25][CH:26]=3)[CH2:15]2)[N:7]=1. (3) Given the reactants [Cl:1][CH2:2][CH2:3][C:4]1[C:9](=[O:10])[N:8]2[CH:11]=[CH:12][CH:13]=[C:14]([O:15]CC3C=CC=CC=3)[C:7]2=[N:6][C:5]=1[CH3:23].ClCCC1C(=O)N2C=CC=C(O)C2=NC=1C, predict the reaction product. The product is: [Cl:1][CH2:2][CH2:3][C:4]1[C:9](=[O:10])[N:8]2[CH2:11][CH2:12][CH2:13][CH:14]([OH:15])[C:7]2=[N:6][C:5]=1[CH3:23]. (4) Given the reactants Cl.[O:2]1[CH:6]=[CH:5][N:4]=[C:3]1[C:7](=[O:17])[CH2:8][CH2:9][CH2:10][CH:11]1[CH2:16][CH2:15][NH:14][CH2:13][CH2:12]1.CCN(CC)CC.[O:25]([C:32]1[CH:33]=[C:34]([CH:37]=[CH:38][CH:39]=1)[CH:35]=O)[C:26]1[CH:31]=[CH:30][CH:29]=[CH:28][CH:27]=1.[BH-](OC(C)=O)(OC(C)=O)OC(C)=O.[Na+], predict the reaction product. The product is: [O:2]1[CH:6]=[CH:5][N:4]=[C:3]1[C:7](=[O:17])[CH2:8][CH2:9][CH2:10][CH:11]1[CH2:16][CH2:15][N:14]([CH2:35][C:34]2[CH:37]=[CH:38][CH:39]=[C:32]([O:25][C:26]3[CH:31]=[CH:30][CH:29]=[CH:28][CH:27]=3)[CH:33]=2)[CH2:13][CH2:12]1. (5) Given the reactants [CH2:1]([CH:3]([C:6]1[C:7]2[N:8]([C:13](C3C4C(=C(C)C=CC=4)NC=3)=[C:14]([CH3:16])[N:15]=2)[N:9]=[C:10]([CH3:12])[CH:11]=1)[CH2:4][CH3:5])[CH3:2].[CH3:27][N:28]([CH:30]=O)[CH3:29].[H-].[Na+].CI, predict the reaction product. The product is: [CH3:27][N:28]1[C:29]2[C:1](=[CH:3][CH:6]=[CH:11][C:10]=2[CH3:12])[CH:2]=[C:30]1[C:13]1[N:8]2[N:9]=[C:10]([CH3:12])[CH:11]=[C:6]([CH:3]([CH2:4][CH3:5])[CH2:1][CH3:2])[C:7]2=[N:15][C:14]=1[CH3:16]. (6) Given the reactants [CH2:1]([O:8][C:9]1[C:14]2[C:15]([NH2:18])=[N:16][NH:17][C:13]=2[CH:12]=[CH:11][N:10]=1)[C:2]1[CH:7]=[CH:6][CH:5]=[CH:4][CH:3]=1.[C:19]([CH:21]=[C:22]1[CH2:27][CH2:26][N:25]([C:28]([O:30][CH3:31])=[O:29])[CH2:24][CH2:23]1)#[N:20].C1CCN2C(=NCCC2)CC1, predict the reaction product. The product is: [NH2:18][C:15]1[C:14]2[C:9]([O:8][CH2:1][C:2]3[CH:3]=[CH:4][CH:5]=[CH:6][CH:7]=3)=[N:10][CH:11]=[CH:12][C:13]=2[N:17]([C:22]2([CH2:21][C:19]#[N:20])[CH2:23][CH2:24][N:25]([C:28]([O:30][CH3:31])=[O:29])[CH2:26][CH2:27]2)[N:16]=1. (7) Given the reactants Br[C:2]1[S:6][CH:5]=[C:4]([C:7]([OH:9])=[O:8])[CH:3]=1.C([O-])([O-])=O.[K+].[K+].CC1(C)COB([C:23]2[N:27]([CH3:28])[N:26]=[CH:25][CH:24]=2)OC1, predict the reaction product. The product is: [CH3:28][N:27]1[C:23]([C:2]2[S:6][CH:5]=[C:4]([C:7]([OH:9])=[O:8])[CH:3]=2)=[CH:24][CH:25]=[N:26]1. (8) Given the reactants C([O:8][C:9]1[CH:10]=[C:11]2[C:19](=[CH:20][CH:21]=1)[NH:18][C:17]1[CH2:16][NH:15][CH:14]([CH3:22])[CH2:13][C:12]2=1)C1C=CC=CC=1, predict the reaction product. The product is: [CH3:22][CH:14]1[CH2:13][C:12]2[C:11]3[C:19](=[CH:20][CH:21]=[C:9]([OH:8])[CH:10]=3)[NH:18][C:17]=2[CH2:16][NH:15]1. (9) Given the reactants C(=O)([O-])[O-].[K+].[K+].I[CH2:8][CH3:9].[OH:10][C:11]1[CH:19]=[C:18]([N+:20]([O-:22])=[O:21])[CH:17]=[CH:16][C:12]=1[C:13]([OH:15])=[O:14].[C:23](OCC)(=O)[CH3:24], predict the reaction product. The product is: [CH2:23]([O:10][C:11]1[CH:19]=[C:18]([N+:20]([O-:22])=[O:21])[CH:17]=[CH:16][C:12]=1[C:13]([O:15][CH2:8][CH3:9])=[O:14])[CH3:24].